From a dataset of Peptide-MHC class I binding affinity with 185,985 pairs from IEDB/IMGT. Regression. Given a peptide amino acid sequence and an MHC pseudo amino acid sequence, predict their binding affinity value. This is MHC class I binding data. (1) The peptide sequence is WSDLNTTDF. The MHC is HLA-A24:02 with pseudo-sequence HLA-A24:02. The binding affinity (normalized) is 0.0847. (2) The peptide sequence is HLSGWELAK. The MHC is HLA-A02:03 with pseudo-sequence HLA-A02:03. The binding affinity (normalized) is 0.0847. (3) The peptide sequence is IYWIREGKI. The MHC is HLA-A24:02 with pseudo-sequence HLA-A24:02. The binding affinity (normalized) is 0.425. (4) The peptide sequence is IHLDKGGQF. The MHC is HLA-A01:01 with pseudo-sequence HLA-A01:01. The binding affinity (normalized) is 0.0847. (5) The peptide sequence is AQNENMETM. The MHC is H-2-Db with pseudo-sequence H-2-Db. The binding affinity (normalized) is 0.820. (6) The binding affinity (normalized) is 0.0847. The peptide sequence is DEISLLLAS. The MHC is HLA-A24:03 with pseudo-sequence HLA-A24:03. (7) The peptide sequence is NIYETEFFM. The MHC is HLA-B15:17 with pseudo-sequence HLA-B15:17. The binding affinity (normalized) is 0.0847. (8) The peptide sequence is DRGFAAPQF. The MHC is HLA-B27:05 with pseudo-sequence HLA-B27:05. The binding affinity (normalized) is 0.345.